This data is from Catalyst prediction with 721,799 reactions and 888 catalyst types from USPTO. The task is: Predict which catalyst facilitates the given reaction. (1) Reactant: C([O:8][C:9](=[O:32])[C@@H:10]([NH:15][C:16](=[O:31])[C@@H:17]([NH:19][C:20]([CH:22]1[CH2:30][C:29]2[C:24](=[CH:25][CH:26]=[CH:27][CH:28]=2)[CH2:23]1)=[O:21])[CH3:18])[CH2:11][CH:12]([CH3:14])[CH3:13])C1C=CC=CC=1. Product: [CH2:23]1[C:24]2[C:29](=[CH:28][CH:27]=[CH:26][CH:25]=2)[CH2:30][CH:22]1[C:20]([NH:19][C@@H:17]([CH3:18])[C:16]([NH:15][C@@H:10]([CH2:11][CH:12]([CH3:14])[CH3:13])[C:9]([OH:32])=[O:8])=[O:31])=[O:21]. The catalyst class is: 105. (2) Reactant: [Br:1][C:2]1[CH:3]=[C:4]([C:8]2[C:16]([C:17]3[C:22]([F:23])=[CH:21][N:20]=[C:19](Cl)[N:18]=3)=[C:11]3[CH:12]=[CH:13][CH:14]=[CH:15][N:10]3[N:9]=2)[CH:5]=[CH:6][CH:7]=1.[F:25][C:26]1[CH:27]=[C:28]([CH:30]=[CH:31][CH:32]=1)[NH2:29].Cl.O1CCOCC1. Product: [Br:1][C:2]1[CH:3]=[C:4]([C:8]2[C:16]([C:17]3[C:22]([F:23])=[CH:21][N:20]=[C:19]([NH:29][C:28]4[CH:30]=[CH:31][CH:32]=[C:26]([F:25])[CH:27]=4)[N:18]=3)=[C:11]3[CH:12]=[CH:13][CH:14]=[CH:15][N:10]3[N:9]=2)[CH:5]=[CH:6][CH:7]=1. The catalyst class is: 41. (3) Reactant: [Cl:1][C:2]1[CH:3]=[N:4][CH:5]=[C:6](Cl)[C:7]=1[C:8]#[N:9].[N-:11]=[N+:12]=[N-:13].[Na+].O. Product: [N:11]([C:6]1[CH:5]=[N:4][CH:3]=[C:2]([Cl:1])[C:7]=1[C:8]#[N:9])=[N+:12]=[N-:13]. The catalyst class is: 3. (4) Reactant: [NH2:1][C:2]1[CH:3]=[C:4]2[C:9](=[C:10]([O:12][CH3:13])[CH:11]=1)[N:8]=[CH:7][C:6]([C:14]#[N:15])=[C:5]2[NH:16][C:17]1[CH:22]=[CH:21][C:20]([CH3:23])=[C:19]([OH:24])[CH:18]=1.[N:25]1[CH:30]=[CH:29][CH:28]=[C:27]([CH:31]=O)[CH:26]=1.[BH3-]C#N.[Na+]. Product: [OH:24][C:19]1[CH:18]=[C:17]([NH:16][C:5]2[C:4]3[C:9](=[C:10]([O:12][CH3:13])[CH:11]=[C:2]([NH:1][CH2:31][C:27]4[CH:26]=[N:25][CH:30]=[CH:29][CH:28]=4)[CH:3]=3)[N:8]=[CH:7][C:6]=2[C:14]#[N:15])[CH:22]=[CH:21][C:20]=1[CH3:23]. The catalyst class is: 14.